Dataset: Full USPTO retrosynthesis dataset with 1.9M reactions from patents (1976-2016). Task: Predict the reactants needed to synthesize the given product. (1) The reactants are: [Br:1][C:2]1[C:10]2[C:9](Cl)=[N:8][CH:7]=[N:6][C:5]=2[S:4][C:3]=1[C:12]1[O:13][CH:14]=[CH:15][CH:16]=1.[OH:17][C@H:18]([CH2:24][C:25]1[CH:30]=[CH:29][CH:28]=[CH:27][C:26]=1[O:31][CH3:32])[C:19]([O:21][CH2:22][CH3:23])=[O:20].C([O-])([O-])=O.[Cs+].[Cs+].C(O)(C)(C)C. Given the product [Br:1][C:2]1[C:10]2[C:9]([O:17][C@H:18]([CH2:24][C:25]3[CH:30]=[CH:29][CH:28]=[CH:27][C:26]=3[O:31][CH3:32])[C:19]([O:21][CH2:22][CH3:23])=[O:20])=[N:8][CH:7]=[N:6][C:5]=2[S:4][C:3]=1[C:12]1[O:13][CH:14]=[CH:15][CH:16]=1, predict the reactants needed to synthesize it. (2) Given the product [CH3:26][S:27][C:18]1[C:19]([CH:24]=[O:25])=[CH:20][C:21]2[C:16]([CH:17]=1)=[CH:15][C:14]([CH2:6][CH2:7][CH2:8][CH2:9][CH2:10][CH2:11][CH2:12][CH3:13])=[CH:23][CH:22]=2, predict the reactants needed to synthesize it. The reactants are: C([Li])CCC.[CH2:6]([C:14]1[CH:15]=[C:16]2[C:21](=[CH:22][CH:23]=1)[CH:20]=[C:19]([CH:24]=[O:25])[CH:18]=[CH:17]2)[CH2:7][CH2:8][CH2:9][CH2:10][CH2:11][CH2:12][CH3:13].[CH3:26][S:27]SC.Cl. (3) Given the product [Cl:9][C:10]1[CH:15]=[CH:14][C:13]([CH3:16])=[CH:12][C:11]=1[O:1][C@H:2]([CH2:7][CH3:8])[C:3]([O:5][CH3:6])=[O:4], predict the reactants needed to synthesize it. The reactants are: [OH:1][C@@H:2]([CH2:7][CH3:8])[C:3]([O:5][CH3:6])=[O:4].[Cl:9][C:10]1[CH:15]=[CH:14][C:13]([CH3:16])=[CH:12][C:11]=1O. (4) Given the product [CH:1]([C:3]1[S:7][C:6]([C:8]([N:23]([CH3:24])[CH2:22][CH2:21][CH2:20][N:12]([CH3:11])[C:13](=[O:19])[O:14][C:15]([CH3:18])([CH3:16])[CH3:17])=[O:10])=[CH:5][CH:4]=1)=[O:2], predict the reactants needed to synthesize it. The reactants are: [CH:1]([C:3]1[S:7][C:6]([C:8]([OH:10])=O)=[CH:5][CH:4]=1)=[O:2].[CH3:11][N:12]([CH2:20][CH2:21][CH2:22][NH:23][CH3:24])[C:13](=[O:19])[O:14][C:15]([CH3:18])([CH3:17])[CH3:16]. (5) Given the product [F:16][CH:2]([F:1])[C:3]1[CH:4]=[C:5]([CH:9]=[C:10]([CH2:12][N:13]([CH3:15])[CH3:14])[CH:11]=1)[C:6]([N:48]1[CH2:49][CH2:50][CH:51]([N:54]2[CH2:55][C:56]([CH2:80][C:81]#[N:82])([N:58]3[CH:62]=[C:61]([C:63]4[C:64]5[CH:71]=[CH:70][NH:69][C:65]=5[N:66]=[CH:67][N:68]=4)[CH:60]=[N:59]3)[CH2:57]2)[CH2:52][CH2:53]1)=[O:8], predict the reactants needed to synthesize it. The reactants are: [F:1][CH:2]([F:16])[C:3]1[CH:4]=[C:5]([CH:9]=[C:10]([CH2:12][N:13]([CH3:15])[CH3:14])[CH:11]=1)[C:6]([OH:8])=O.C(N(CC)CC)C.F[P-](F)(F)(F)(F)F.C[N+](C)=C(N(C)C)ON1C2N=CC=CC=2N=N1.[NH:48]1[CH2:53][CH2:52][CH:51]([N:54]2[CH2:57][C:56]([CH2:80][C:81]#[N:82])([N:58]3[CH:62]=[C:61]([C:63]4[C:64]5[CH:71]=[CH:70][N:69](COCC[Si](C)(C)C)[C:65]=5[N:66]=[CH:67][N:68]=4)[CH:60]=[N:59]3)[CH2:55]2)[CH2:50][CH2:49]1. (6) Given the product [CH3:39][O:38][C:14]1[CH:13]=[C:12]([C:3]2[CH:4]=[CH:5][CH:6]=[CH:7][C:2]=2[CH3:1])[CH:17]=[CH:16][C:15]=1[C:18]1[C:27]2[C:22](=[CH:23][C:24]([S:28]([NH:31][C:32]3[CH:37]=[CH:36][N:35]=[CH:34][N:33]=3)(=[O:30])=[O:29])=[CH:25][CH:26]=2)[CH:21]=[CH:20][N:19]=1, predict the reactants needed to synthesize it. The reactants are: [CH3:1][C:2]1[CH:7]=[CH:6][CH:5]=[CH:4][C:3]=1B(O)O.Cl[C:12]1[CH:17]=[CH:16][C:15]([C:18]2[C:27]3[C:22](=[CH:23][C:24]([S:28]([NH:31][C:32]4[CH:37]=[CH:36][N:35]=[CH:34][N:33]=4)(=[O:30])=[O:29])=[CH:25][CH:26]=3)[CH:21]=[CH:20][N:19]=2)=[C:14]([O:38][CH3:39])[CH:13]=1.P([O-])([O-])([O-])=O.[K+].[K+].[K+].O1CCOCC1. (7) Given the product [CH3:1][C:2]1[C:11]([S:12][CH3:13])=[C:10]([C:14]([F:20])([F:19])[C:15]([F:16])([F:18])[F:17])[CH:9]=[CH:8][C:3]=1[C:4]([OH:6])=[O:5], predict the reactants needed to synthesize it. The reactants are: [CH3:1][C:2]1[C:11]([S:12][CH3:13])=[C:10]([C:14]([F:20])([F:19])[C:15]([F:18])([F:17])[F:16])[CH:9]=[CH:8][C:3]=1[C:4]([O:6]C)=[O:5].CO.[OH-].[Na+].Cl. (8) Given the product [C:3]1([CH3:2])[CH:8]=[CH:7][CH:6]=[C:5]([NH:9][C:10](=[O:29])[NH:11][C:12]2[CH:13]=[CH:14][C:15]([C:18]3[O:43][C:42]([CH2:44][CH2:45][CH2:46][C:47]([O:49][CH3:50])=[O:48])=[N:41][N:40]=3)=[CH:16][CH:17]=2)[CH:4]=1, predict the reactants needed to synthesize it. The reactants are: F[C:2](F)(F)[C:3]1[CH:4]=[C:5]([NH:9][C:10](=[O:29])[NH:11][C:12]2[CH:17]=[CH:16][C:15]([C:18]3SC(CCC(OC)=O)=NC=3)=[CH:14][CH:13]=2)[CH:6]=[CH:7][CH:8]=1.NC1C=CC(C2[O:43][C:42]([CH2:44][CH2:45][CH2:46][C:47]([O:49][CH3:50])=[O:48])=[N:41][N:40]=2)=CC=1.N(C1C=CC=C(C)C=1)=C=O. (9) Given the product [F:15][C:14]1[CH:13]=[C:12]([CH:16]2[CH2:18][CH:17]2[CH2:19][C:20]([O:22][CH2:23][CH3:24])=[O:21])[CH:11]=[C:10]([F:25])[C:9]=1[OH:8], predict the reactants needed to synthesize it. The reactants are: C([O:8][C:9]1[C:14]([F:15])=[CH:13][C:12]([CH:16]2[CH2:18][CH:17]2[CH2:19][C:20]([O:22][CH2:23][CH3:24])=[O:21])=[CH:11][C:10]=1[F:25])C1C=CC=CC=1.